Dataset: Reaction yield outcomes from USPTO patents with 853,638 reactions. Task: Predict the reaction yield, written as a fraction of the theoretical maximum amount of product (1.0 means a 100% yield; for example, 0.34 means a 34% yield). (1) The reactants are [CH:1](=[O:10])[C:2]1[CH:7]=[CH:6][C:5]([O:8][CH3:9])=[CH:4][CH:3]=1.[CH2:11]([Mg]Br)[CH2:12][CH2:13][CH2:14][CH2:15][CH2:16][CH2:17][CH2:18][CH2:19][CH3:20].C(OCC)(=O)C.CCCCCCC. The catalyst is C1COCC1.C(OCC)C. The product is [CH3:9][O:8][C:5]1[CH:6]=[CH:7][C:2]([CH:1]([OH:10])[CH2:11][CH2:12][CH2:13][CH2:14][CH2:15][CH2:16][CH2:17][CH2:18][CH2:19][CH3:20])=[CH:3][CH:4]=1. The yield is 0.860. (2) The catalyst is C1(C)C=CC=CC=1. The product is [CH3:14][N:15]([CH3:17])[N:16]1[C:4](=[O:5])[C:3]2[C:2](=[CH:10][CH:9]=[CH:8][CH:7]=2)[C:1]1=[O:6]. The reactants are [C:1]1(=O)[O:6][C:4](=[O:5])[C:3]2=[CH:7][CH:8]=[CH:9][CH:10]=[C:2]12.Cl.Cl.[CH3:14][N:15]([CH3:17])[NH2:16].C(N(CC)C1C=CC=CC=1)C. The yield is 0.850.